Dataset: Reaction yield outcomes from USPTO patents with 853,638 reactions. Task: Predict the reaction yield, written as a fraction of the theoretical maximum amount of product (1.0 means a 100% yield; for example, 0.34 means a 34% yield). (1) The reactants are [Cl-].O[NH3+:3].[C:4](=[O:7])([O-])[OH:5].[Na+].CS(C)=O.[CH2:13]([C:17]1[N:18]=[C:19]([CH:48]2[CH2:50][CH2:49]2)[N:20]([C:39]2[CH:44]=[CH:43][C:42]([O:45][CH2:46][CH3:47])=[CH:41][CH:40]=2)[C:21](=[O:38])[C:22]=1[CH2:23][C:24]1[CH:29]=[CH:28][C:27]([C:30]2[C:31]([C:36]#[N:37])=[CH:32][CH:33]=[CH:34][CH:35]=2)=[CH:26][CH:25]=1)[CH2:14][CH2:15][CH3:16]. The catalyst is C(OCC)(=O)C. The product is [CH2:13]([C:17]1[N:18]=[C:19]([CH:48]2[CH2:49][CH2:50]2)[N:20]([C:39]2[CH:44]=[CH:43][C:42]([O:45][CH2:46][CH3:47])=[CH:41][CH:40]=2)[C:21](=[O:38])[C:22]=1[CH2:23][C:24]1[CH:25]=[CH:26][C:27]([C:30]2[CH:35]=[CH:34][CH:33]=[CH:32][C:31]=2[C:36]2[NH:3][C:4](=[O:7])[O:5][N:37]=2)=[CH:28][CH:29]=1)[CH2:14][CH2:15][CH3:16]. The yield is 0.970. (2) The reactants are [C:1]1([N:7]2[CH2:12][CH2:11][N:10]([C:13]([O:15][CH2:16][CH:17]3[CH2:22][CH2:21][NH:20][CH2:19][CH2:18]3)=[O:14])[CH2:9][CH2:8]2)[CH:6]=[CH:5][CH:4]=[CH:3][CH:2]=1.Br[CH2:24][CH2:25][O:26][CH3:27].CCN(C(C)C)C(C)C. The catalyst is CN(C=O)C. The product is [C:1]1([N:7]2[CH2:8][CH2:9][N:10]([C:13]([O:15][CH2:16][CH:17]3[CH2:22][CH2:21][N:20]([CH2:24][CH2:25][O:26][CH3:27])[CH2:19][CH2:18]3)=[O:14])[CH2:11][CH2:12]2)[CH:2]=[CH:3][CH:4]=[CH:5][CH:6]=1. The yield is 0.311. (3) The reactants are C(NC(C)C)(C)C.[Li]CCCC.[Cl:13][C:14]1[CH:19]=[CH:18][C:17]([N:20]([CH2:34][C:35]2[CH:40]=[CH:39][C:38]([O:41][CH3:42])=[CH:37][CH:36]=2)[C:21]2[CH:33]=[CH:32][CH:31]=[CH:30][C:22]=2[C:23](N(CC)CC)=O)=[C:16]([CH3:43])[CH:15]=1.C1C[O:47]CC1. No catalyst specified. The product is [Cl:13][C:14]1[CH:19]=[CH:18][C:17]2[N:20]([CH2:34][C:35]3[CH:40]=[CH:39][C:38]([O:41][CH3:42])=[CH:37][CH:36]=3)[C:21]3[CH:33]=[CH:32][CH:31]=[CH:30][C:22]=3[CH2:23][C:43](=[O:47])[C:16]=2[CH:15]=1. The yield is 0.590. (4) The reactants are [Cl:1][C:2]1[CH:3]=[C:4]([CH:8]=[CH:9][CH:10]=1)[C:5](O)=[O:6].O.[NH2:12][NH2:13]. The catalyst is CN(C)C1C=CN=CC=1.C(O)C. The product is [Cl:1][C:2]1[CH:3]=[C:4]([CH:8]=[CH:9][CH:10]=1)[C:5]([NH:12][NH2:13])=[O:6]. The yield is 0.530. (5) The yield is 0.980. The product is [ClH:40].[CH3:1][O:2][C:3]1[C:10]([C:11]2[S:12][CH:13]=[CH:14][CH:15]=2)=[CH:9][C:6](/[CH:7]=[CH:26]/[C:25]([C:28]2[CH:36]=[CH:35][C:31]([C:32]([OH:34])=[O:33])=[CH:30][CH:29]=2)=[O:27])=[C:5]([O:16][CH2:17][CH2:18][N:19]2[CH2:24][CH2:23][O:22][CH2:21][CH2:20]2)[CH:4]=1. The catalyst is CN(C)C=O.CO.O. The reactants are [CH3:1][O:2][C:3]1[C:10]([C:11]2[S:12][CH:13]=[CH:14][CH:15]=2)=[CH:9][C:6]([CH:7]=O)=[C:5]([O:16][CH2:17][CH2:18][N:19]2[CH2:24][CH2:23][O:22][CH2:21][CH2:20]2)[CH:4]=1.[C:25]([C:28]1[CH:36]=[CH:35][C:31]([C:32]([OH:34])=[O:33])=[CH:30][CH:29]=1)(=[O:27])[CH3:26].C[O-].[Li+].[ClH:40]. (6) The reactants are [CH3:1][C:2]1[C:11]2[C:6](=[CH:7][CH:8]=[CH:9][CH:10]=2)[N:5]=[CH:4][CH:3]=1.[CH2:12]1[CH2:16][O:15][CH2:14]C1.C([N-]C(C)C)(C)C.[Li+].Cl[C:26]([O:28][CH2:29][CH3:30])=[O:27].[OH2:31]. No catalyst specified. The product is [CH2:29]([O:28][C:26]([CH:1]([C:14]([O:15][CH2:16][CH3:12])=[O:31])[C:2]1[C:11]2[C:6](=[CH:7][CH:8]=[CH:9][CH:10]=2)[N:5]=[CH:4][CH:3]=1)=[O:27])[CH3:30]. The yield is 0.600.